From a dataset of Reaction yield outcomes from USPTO patents with 853,638 reactions. Predict the reaction yield, written as a fraction of the theoretical maximum amount of product (1.0 means a 100% yield; for example, 0.34 means a 34% yield). The reactants are C([O-])(O)=O.[Na+].[NH2:6][C@@H:7]([C:11]([OH:13])=[O:12])[C@H:8]([CH3:10])[OH:9].[C:14](Cl)(=[O:27])[O:15][CH2:16][CH2:17][CH2:18][CH2:19][CH2:20][C:21]1[CH:26]=[CH:25][CH:24]=[CH:23][CH:22]=1. The catalyst is C1COCC1.O.[Br-].C([N+](CCCC)(CCCC)CCCC)CCC. The product is [OH:9][C@@H:8]([CH3:10])[C@@H:7]([NH:6][C:14]([O:15][CH2:16][CH2:17][CH2:18][CH2:19][CH2:20][C:21]1[CH:22]=[CH:23][CH:24]=[CH:25][CH:26]=1)=[O:27])[C:11]([OH:13])=[O:12]. The yield is 0.180.